This data is from Forward reaction prediction with 1.9M reactions from USPTO patents (1976-2016). The task is: Predict the product of the given reaction. (1) Given the reactants [F:1][C:2]1[CH:8]=[CH:7][C:5]([NH2:6])=[CH:4][CH:3]=1.[CH3:9][O:10][C:11]1[CH:16]=[CH:15][C:14]([C:17]([F:20])([F:19])[F:18])=[CH:13][C:12]=1[N:21]=[C:22]=[O:23], predict the reaction product. The product is: [CH3:9][O:10][C:11]1[CH:16]=[CH:15][C:14]([C:17]([F:20])([F:19])[F:18])=[CH:13][C:12]=1[NH:21][C:22]([NH:6][C:5]1[CH:7]=[CH:8][C:2]([F:1])=[CH:3][CH:4]=1)=[O:23]. (2) Given the reactants N[C:2]1[CH:7]=[C:6](OC)[CH:5]=[CH:4][C:3]=1[C:10]1[CH:11]=[C:12]2[C:17](=[CH:18][CH:19]=1)[CH:16]=[C:15]([O:20][CH3:21])[C:14]([O:22][CH3:23])=[CH:13]2.Cl.[N:25]([O-:27])=[O:26].[Na+].O, predict the reaction product. The product is: [N+:25]([C:2]1[CH:7]=[CH:6][CH:5]=[CH:4][C:3]=1[C:10]1[CH:11]=[C:12]2[C:17](=[CH:18][CH:19]=1)[CH:16]=[C:15]([O:20][CH3:21])[C:14]([O:22][CH3:23])=[CH:13]2)([O-:27])=[O:26]. (3) Given the reactants [Br:1][C:2]1[CH:7]=[CH:6][C:5]([S:8]([N:11]2[CH:15]=[CH:14][C:13](/[CH:16]=[CH:17]/[C:18]([OH:20])=O)=[CH:12]2)(=[O:10])=[O:9])=[CH:4][CH:3]=1.C[N:22](C=O)C.[O:26]1[CH2:31][CH2:30][CH2:29][CH2:28][CH:27]1[O:32]N, predict the reaction product. The product is: [Br:1][C:2]1[CH:3]=[CH:4][C:5]([S:8]([N:11]2[CH:15]=[CH:14][C:13](/[CH:16]=[C:17](/[O:32][CH:27]3[CH2:28][CH2:29][CH2:30][CH2:31][O:26]3)\[C:18]([NH2:22])=[O:20])=[CH:12]2)(=[O:9])=[O:10])=[CH:6][CH:7]=1. (4) Given the reactants [CH2:1]([N:8]1[CH2:25][CH2:24][C:11]2([N:15]=[C:14]([C:16]3[CH:21]=[CH:20][C:19]([Br:22])=[CH:18][CH:17]=3)[NH:13][C:12]2=[O:23])[CH2:10][CH2:9]1)[C:2]1[CH:7]=[CH:6][CH:5]=[CH:4][CH:3]=1.I[CH2:27][C@@H:28]1[CH2:32][CH2:31][N:30]([C:33]([O:35][C:36]([CH3:39])([CH3:38])[CH3:37])=[O:34])[CH2:29]1.C([O-])([O-])=O.[K+].[K+], predict the reaction product. The product is: [CH2:1]([N:8]1[CH2:25][CH2:24][C:11]2([N:15]=[C:14]([C:16]3[CH:17]=[CH:18][C:19]([Br:22])=[CH:20][CH:21]=3)[N:13]([CH2:27][C@@H:28]3[CH2:32][CH2:31][N:30]([C:33]([O:35][C:36]([CH3:37])([CH3:39])[CH3:38])=[O:34])[CH2:29]3)[C:12]2=[O:23])[CH2:10][CH2:9]1)[C:2]1[CH:3]=[CH:4][CH:5]=[CH:6][CH:7]=1. (5) Given the reactants C([O:4][C@@H:5]1[C@@H:13]([C@@H:14]([OH:19])[C:15]([F:18])([F:17])[F:16])[O:12][C@H:11]2[C@H:7]([N:8]=[C:9]([N:20]([CH3:28])[C:21](=[O:27])[O:22][C:23]([CH3:26])([CH3:25])[CH3:24])[S:10]2)[C@H:6]1[O:29]CC=C)C=C.CCN(CC)CC.C(O)=O, predict the reaction product. The product is: [OH:4][C@@H:5]1[C@@H:13]([C@@H:14]([OH:19])[C:15]([F:16])([F:18])[F:17])[O:12][C@H:11]2[C@H:7]([N:8]=[C:9]([N:20]([CH3:28])[C:21](=[O:27])[O:22][C:23]([CH3:25])([CH3:26])[CH3:24])[S:10]2)[C@H:6]1[OH:29]. (6) The product is: [Br:1][C:2]1[C:3]([F:11])=[CH:4][C:5]([C:6]([OH:8])=[O:7])=[C:9]([N+:17]([O-:19])=[O:18])[CH:10]=1. Given the reactants [Br:1][C:2]1[CH:10]=[CH:9][C:5]([C:6]([OH:8])=[O:7])=[CH:4][C:3]=1[F:11].S(=O)(=O)(O)O.[N+:17]([O-])([O-:19])=[O:18].[K+], predict the reaction product. (7) Given the reactants [C:1]([C:4]1[CH:5]=[C:6]([S:10]([NH:13][C:14]2[CH:22]=[CH:21][C:17]([C:18]([OH:20])=[O:19])=[C:16]([OH:23])[CH:15]=2)(=[O:12])=[O:11])[CH:7]=[CH:8][CH:9]=1)(=[O:3])[CH3:2].[BH4-].[Na+], predict the reaction product. The product is: [OH:23][C:16]1[CH:15]=[C:14]([NH:13][S:10]([C:6]2[CH:7]=[CH:8][CH:9]=[C:4]([CH:1]([OH:3])[CH3:2])[CH:5]=2)(=[O:12])=[O:11])[CH:22]=[CH:21][C:17]=1[C:18]([OH:20])=[O:19]. (8) Given the reactants [NH:1]1[CH2:6][CH2:5][CH:4]([N:7]2[CH:11]=[C:10]([C:12]3[CH:17]=[N:16][N:15]4[C:18]([C:21]5[CH:22]=[C:23]([NH:27][C:28]([NH:30][CH2:31][C:32]([F:35])([F:34])[F:33])=[O:29])[CH:24]=[CH:25][CH:26]=5)=[CH:19][N:20]=[C:14]4[CH:13]=3)[CH:9]=[N:8]2)[CH2:3][CH2:2]1.[N:36]([C:39]1[CH:40]=[N:41][CH:42]=[CH:43][CH:44]=1)=[C:37]=[O:38], predict the reaction product. The product is: [N:41]1[CH:42]=[CH:43][CH:44]=[C:39]([NH:36][C:37]([N:1]2[CH2:6][CH2:5][CH:4]([N:7]3[CH:11]=[C:10]([C:12]4[CH:17]=[N:16][N:15]5[C:18]([C:21]6[CH:26]=[CH:25][CH:24]=[C:23]([NH:27][C:28]([NH:30][CH2:31][C:32]([F:33])([F:35])[F:34])=[O:29])[CH:22]=6)=[CH:19][N:20]=[C:14]5[CH:13]=4)[CH:9]=[N:8]3)[CH2:3][CH2:2]2)=[O:38])[CH:40]=1. (9) Given the reactants Cl[C:2]1[C:11]2[N:12]=[C:13]([CH2:22][O:23][CH2:24][CH3:25])[N:14]([CH2:15][CH:16]3[O:20][N:19]([CH3:21])[CH2:18][CH2:17]3)[C:10]=2[C:9]2[CH:8]=[CH:7][CH:6]=[CH:5][C:4]=2[N:3]=1.[NH3:26], predict the reaction product. The product is: [CH2:24]([O:23][CH2:22][C:13]1[N:14]([CH2:15][CH:16]2[O:20][N:19]([CH3:21])[CH2:18][CH2:17]2)[C:10]2[C:9]3[CH:8]=[CH:7][CH:6]=[CH:5][C:4]=3[N:3]=[C:2]([NH2:26])[C:11]=2[N:12]=1)[CH3:25].